This data is from Drug-target binding data from BindingDB using IC50 measurements. The task is: Regression. Given a target protein amino acid sequence and a drug SMILES string, predict the binding affinity score between them. We predict pIC50 (pIC50 = -log10(IC50 in M); higher means more potent). Dataset: bindingdb_ic50. (1) The target protein (P0C1U9) has sequence MSEIIQDLSLEDVLGDRFGRYSKYIIQERALPDVRDGLKPVQRRILYAMYSSGNTHDKNFRKSAKTVGDVIGQYHPHGDFSVYKAMVRLSQDWKLRHVLIEMHGNNGSIDNDPPAAMRYTEAKLSLLAEELLRDINKETVSFIPNYDDTTLEPMVLPSRFPNLLVNGSTGISAGYATDIPPHNLAEVIQATLKYIDNPDITVNQLMKYIKGPDFPTGGIIQGIDGIKKAYESGKGRIIVRSKVEEETLRNGRKQLIITEIPYEVNKSSLVKRIDELRADKKVDGIVEVRDETDRTGLRIAIELKKDVNSESIKNYLYKNSDLQISYNFNMVAISDGRPKLMGIRQIIDSYLNHQIEVVANRTKFELDNAEKRMHIVEGLIKALSILDKVIELIRSSKNKRDAKENLIEVFEFTEEQAEAIVMLQLYRLTNTDIVALEGEHKELEALIKQLRHILDNHDALLNVIKEELNEIKKKFKSERLSLIEAEIEEIKIDKEVMVPS.... The pIC50 is 5.1. The compound is Cc1ccc(-c2cc3c(cc2F)c(=O)c2c(=O)[nH]sc2n3C2CC2)cn1. (2) The small molecule is COC1/C=C/OC2(C)Oc3c(C)c(O)c4c(O)c(c([CH-]/N=[NH+]/c5ccc([N+](=O)[O-])cc5[N+](=O)[O-])cc4c3C2=O)NC(=O)/C(C)=C\C=C\C(C)C(O)C(C)C(O)C(C)C(OC(C)=O)C1C. The target protein (P03359) has sequence MGQNNSTPLSLTLDHWKDVRTRAHNLSVKIRKGKWQTFCSSEWPTFGVGWPPEGTFNLSVIFAVKRIVFQETGGHPDQVPYIVVWQDLAQSPPPWVPPSAKIAVVSSPENTRGPSAGRPSAPPRPPIYPATDDLLLLSEPPPYPAALPPPLAPPAVGPAPGQAPDSSDPEGPAAGTRSRRARSPADDSGPDSTVILPLRAIGPPAEPNGLVPLQYWPFSSADLYNWKSNHPSFSENPAGLTGLLESLMFSHQPTWDDCQQLLQILFTTEERERILLEARKNVLGDNGAPTQLENLINEAFPLNRPQWDYNTAAGRERLLVYRRTLVAGLKGAARRPTNLAKVREVLQGPAEPPSVFLERLMEAYRRYTPFDPSEEGQQAAVAMAFIGQSAPDIKKKLQRLEGLQDYSLQDLVREAEKVYHKRETEEERQEREKKEAEERERRRDRRQEKNLTRILAAVVSERGSRDRQTGNLSNRARKTPRDGRPPLDKDQCAYCKEKGH.... The pIC50 is 10. (3) The compound is COc1ccc(C(CCC(=O)N(C)O)P(=O)(O)O)cc1. The target protein (P45568) has sequence MKQLTILGSTGSIGCSTLDVVRHNPEHFRVVALVAGKNVTRMVEQCLEFSPRYAVMDDEASAKLLKTMLQQQGSRTEVLSGQQAACDMAALEDVDQVMAAIVGAAGLLPTLAAIRAGKTILLANKESLVTCGRLFMDAVKQSKAQLLPVDSEHNAIFQSLPQPIQHNLGYADLEQNGVVSILLTGSGGPFRETPLRDLATMTPDQACRHPNWSMGRKISVDSATMMNKGLEYIEARWLFNASASQMEVLIHPQSVIHSMVRYQDGSVLAQLGEPDMRTPIAHTMAWPNRVNSGVKPLDFCKLSALTFAAPDYDRYPCLKLAMEAFEQGQAATTALNAANEITVAAFLAQQIRFTDIAALNLSVLEKMDMREPQCVDDVLSVDANAREVARKEVMRLAS. The pIC50 is 7.2. (4) The small molecule is O[C@H]1CCCN2C[C@H](O)[C@H]12. The target protein (P56526) has sequence MVKLTHLLARAWLVPLAYGASQSLLSTTAPSQPQFTIPASADVGAQLIANIDDPQAADAQSVCPGYKASKVQHNSRGFTASLQLAGRPCNVYGTDVESLTLSVEYQDSDRLNIQILPTHVDSTNASWYFLSENLVPRPKASLNASVSQSDLFVSWSNEPSFNFKVIRKATGDALFSTEGTVLVYENQFIEFVTALPEEYNLYGLGEHITQFRLQRNANLTIYPSDDGTPIDQNLYGQHPFYLDTRYYKGDRQNGSYIPVKSSEADASQDYISLSHGVFLRNSHGLEILLRSQKLIWRTLGGGIDLTFYSGPAPADVTRQYLTSTVGLPAMQQYNTLGFHQCRWGYNNWSDLADVVANFEKFEIPLEYIWTDIDYMHGYRNFDNDQHRFSYSEGDEFLSKLHESGRYYVPIVDAALYIPNPENASDAYATYDRGAADDVFLKNPDGSLYIGAVWPGYTVFPDWHHPKAVDFWANELVIWSKKVAFDGVWYDMSEVSSFCVG.... The pIC50 is 3.5.